Predict the product of the given reaction. From a dataset of Forward reaction prediction with 1.9M reactions from USPTO patents (1976-2016). (1) The product is: [CH3:7][Si:8]([CH3:15])([CH3:14])[O:9][CH2:10][CH2:11][CH2:12][C:1]1[CH2:5][CH:4]=[CH:3][CH:2]=1. Given the reactants [CH-:1]1[CH:5]=[CH:4][CH:3]=[CH:2]1.[Na+].[CH3:7][Si:8]([CH3:15])([CH3:14])[O:9][CH2:10][CH2:11][CH2:12]Br.[Cl-].[NH4+], predict the reaction product. (2) Given the reactants [NH2:1][C:2](=[O:36])[C@@H:3]([NH:20][C:21]([C@@H:23]1[CH2:28][CH2:27][CH2:26][CH2:25][N:24]1[C:29]([O:31][C:32]([CH3:35])([CH3:34])[CH3:33])=[O:30])=[O:22])[CH2:4][C:5]1[CH:10]=[CH:9][C:8](B2OC(C)(C)C(C)(C)O2)=[CH:7][CH:6]=1.Br[C:38]1[CH:39]=[CH:40][C:41]([C:44]#[N:45])=[N:42][CH:43]=1.C(=O)([O-])[O-].[K+].[K+], predict the reaction product. The product is: [NH2:1][C:2](=[O:36])[C@@H:3]([NH:20][C:21]([C@@H:23]1[CH2:28][CH2:27][CH2:26][CH2:25][N:24]1[C:29]([O:31][C:32]([CH3:33])([CH3:35])[CH3:34])=[O:30])=[O:22])[CH2:4][C:5]1[CH:10]=[CH:9][C:8]([C:38]2[CH:43]=[N:42][C:41]([C:44]#[N:45])=[CH:40][CH:39]=2)=[CH:7][CH:6]=1. (3) Given the reactants Cl.[CH3:2][O:3][CH:4]1[CH2:7][NH:6][CH2:5]1.[O-:8][N+:9]1[C:14]2[CH:15]=[C:16]3[C:20](=[CH:21][C:13]=2[N:12]=[C:11]([CH2:22][CH2:23][CH:24]=O)[N:10]=1)[CH2:19][CH2:18][CH2:17]3.[BH3-]C#N.[Na+].CC(O)=O, predict the reaction product. The product is: [CH3:2][O:3][CH:4]1[CH2:7][N:6]([CH2:24][CH2:23][CH2:22][C:11]2[N:10]=[N+:9]([O-:8])[C:14]3[CH:15]=[C:16]4[C:20]([CH2:19][CH2:18][CH2:17]4)=[CH:21][C:13]=3[N:12]=2)[CH2:5]1. (4) Given the reactants [F:1][C:2]1[CH:3]=[C:4](C(O)=O)[CH:5]=[C:6]2[C:10]=1[N:9]([C:11]([C:24]1[CH:29]=[CH:28][CH:27]=[CH:26][CH:25]=1)([C:18]1[CH:23]=[CH:22][CH:21]=[CH:20][CH:19]=1)[C:12]1[CH:17]=[CH:16][CH:15]=[CH:14][CH:13]=1)[N:8]=[C:7]2[C:30]1[CH:35]=[CH:34][CH:33]=[C:32]([F:36])[CH:31]=1.C([N:42](CC)CC)C.C1(P(N=[N+]=[N-])(C2C=CC=CC=2)=O)C=CC=CC=1.C(O)C1C=CC=CC=1, predict the reaction product. The product is: [F:1][C:2]1[CH:3]=[C:4]([NH2:42])[CH:5]=[C:6]2[C:10]=1[N:9]([C:11]([C:18]1[CH:23]=[CH:22][CH:21]=[CH:20][CH:19]=1)([C:24]1[CH:25]=[CH:26][CH:27]=[CH:28][CH:29]=1)[C:12]1[CH:13]=[CH:14][CH:15]=[CH:16][CH:17]=1)[N:8]=[C:7]2[C:30]1[CH:35]=[CH:34][CH:33]=[C:32]([F:36])[CH:31]=1. (5) Given the reactants [N:1]1[CH:6]=[CH:5][CH:4]=[C:3]([C:7]([C:9]2[CH:10]=[N:11][CH:12]=[CH:13][CH:14]=2)=[O:8])[CH:2]=1.[F:15][C:16]1[CH:29]=[CH:28][C:19]([CH2:20][N:21]2[CH:26]=[CH:25][CH:24]=[CH:23][C:22]2=[O:27])=[CH:18][CH:17]=1.[Li+].C[Si]([N-][Si](C)(C)C)(C)C, predict the reaction product. The product is: [F:15][C:16]1[CH:29]=[CH:28][C:19]([CH:20]([N:21]2[CH:26]=[CH:25][CH:24]=[CH:23][C:22]2=[O:27])[C:7]([OH:8])([C:9]2[CH:10]=[N:11][CH:12]=[CH:13][CH:14]=2)[C:3]2[CH:2]=[N:1][CH:6]=[CH:5][CH:4]=2)=[CH:18][CH:17]=1. (6) The product is: [F:26][C:25]([F:28])([F:27])[S:22]([O:12][C:3]1[C:2]([CH3:1])=[CH:7][C:6]([N+:8]([O-:10])=[O:9])=[CH:5][C:4]=1[CH3:11])(=[O:24])=[O:23]. Given the reactants [CH3:1][C:2]1[CH:7]=[C:6]([N+:8]([O-:10])=[O:9])[CH:5]=[C:4]([CH3:11])[C:3]=1[OH:12].[H-].[Na+].C1C=CC(N([S:22]([C:25]([F:28])([F:27])[F:26])(=[O:24])=[O:23])[S:22]([C:25]([F:28])([F:27])[F:26])(=[O:24])=[O:23])=CC=1, predict the reaction product. (7) Given the reactants O.Br[C:3]1[CH:8]=[CH:7][C:6]([CH2:9][CH2:10][C:11]([CH3:26])([S:22]([CH3:25])(=[O:24])=[O:23])[C:12]([NH:14][O:15][CH:16]2[CH2:21][CH2:20][CH2:19][CH2:18][O:17]2)=[O:13])=[CH:5][CH:4]=1.[N+:27]([C:30]1[CH:35]=[CH:34][C:33](B(O)O)=[CH:32][CH:31]=1)([O-:29])=[O:28].[F-].[Cs+], predict the reaction product. The product is: [CH3:26][C:11]([S:22]([CH3:25])(=[O:24])=[O:23])([CH2:10][CH2:9][C:6]1[CH:7]=[CH:8][C:3]([C:33]2[CH:34]=[CH:35][C:30]([N+:27]([O-:29])=[O:28])=[CH:31][CH:32]=2)=[CH:4][CH:5]=1)[C:12]([NH:14][O:15][CH:16]1[CH2:21][CH2:20][CH2:19][CH2:18][O:17]1)=[O:13].